This data is from hERG potassium channel inhibition data for cardiac toxicity prediction from Karim et al.. The task is: Regression/Classification. Given a drug SMILES string, predict its toxicity properties. Task type varies by dataset: regression for continuous values (e.g., LD50, hERG inhibition percentage) or binary classification for toxic/non-toxic outcomes (e.g., AMES mutagenicity, cardiotoxicity, hepatotoxicity). Dataset: herg_karim. (1) The molecule is CC(C)CCOc1ccc2c(c1)[C@H]1OCCC[C@H]1[C@@H](C1CCOCC1)N2. The result is 0 (non-blocker). (2) The molecule is CC(NC(=O)C1(N)CCN(c2ncnc3[nH]ccc23)CC1)c1cccnc1. The result is 0 (non-blocker).